Dataset: Experimentally validated miRNA-target interactions with 360,000+ pairs, plus equal number of negative samples. Task: Binary Classification. Given a miRNA mature sequence and a target amino acid sequence, predict their likelihood of interaction. The miRNA is hsa-miR-4538 with sequence GAGCUUGGAUGAGCUGGGCUGA. The protein sequence of the target gene is MLQRGLWPWRTRLLPTPGTWRPARPWPLPPPPQVLRVKLCGNVKYYQSHHYSTVVPPDEITVIYRHGLPLVTLTLPSRKERCQFVVKPMLSTVGSFLQDLQNEDKGIKTAAIFTADGNMISASTLMDILLMNDFKLVINKIAYDVQCPKREKPSNEHTAEMEHMKSLVHRLFTILHLEESQKKREHHLLEKIDHLKEQLQPLEQVKAGIEAHSEAKTSGLLWAGLALLSIQGGALAWLTWWVYSWDIMEPVTYFITFANSMVFFAYFIVTRQDYTYSAVKSRQFLQFFHKKSKQQHFDVQ.... Result: 0 (no interaction).